Dataset: Catalyst prediction with 721,799 reactions and 888 catalyst types from USPTO. Task: Predict which catalyst facilitates the given reaction. (1) Reactant: Cl[C:2]1[CH:7]=[C:6]([NH:8][C:9]2[CH:19]=[CH:18][CH:17]=[CH:16][C:10]=2[C:11]([NH:13]OC)=[O:12])[C:5]([CH:20]2[CH2:22][CH2:21]2)=[CH:4][N:3]=1.[CH3:23][O:24][C:25]1[CH:30]=[C:29]([N:31]2[CH2:36][CH2:35][O:34][CH2:33][CH2:32]2)[CH:28]=[CH:27][C:26]=1[NH2:37].[C:38]([O-])([O-])=O.[Cs+].[Cs+].CC1(C)C2C(=C(P(C3C=CC=CC=3)C3C=CC=CC=3)C=CC=2)OC2C(P(C3C=CC=CC=3)C3C=CC=CC=3)=CC=CC1=2. Product: [CH:20]1([C:5]2[C:6]([NH:8][C:9]3[CH:19]=[CH:18][CH:17]=[CH:16][C:10]=3[C:11]([NH:13][CH3:38])=[O:12])=[CH:7][C:2]([NH:37][C:26]3[CH:27]=[CH:28][C:29]([N:31]4[CH2:32][CH2:33][O:34][CH2:35][CH2:36]4)=[CH:30][C:25]=3[O:24][CH3:23])=[N:3][CH:4]=2)[CH2:21][CH2:22]1. The catalyst class is: 102. (2) Reactant: [N:1]([CH2:4][C:5]1[O:6][CH:7]=[C:8]([OH:12])[C:9](=[O:11])[CH:10]=1)=[N+:2]=[N-:3].[OH-].[Na+].[CH2:15](Br)[C:16]1[CH:21]=[CH:20][CH:19]=[CH:18][CH:17]=1. Product: [N:1]([CH2:4][C:5]1[O:6][CH:7]=[C:8]([O:12][CH2:15][C:16]2[CH:21]=[CH:20][CH:19]=[CH:18][CH:17]=2)[C:9](=[O:11])[CH:10]=1)=[N+:2]=[N-:3]. The catalyst class is: 5. (3) Reactant: [Cl:1][CH2:2][C@H:3]1[C:11]2[C:6](=[CH:7][C:8]([OH:16])=[C:9]3[S:14][CH:13]=[C:12]([CH3:15])[C:10]3=2)[N:5]([C:17]([C:19]2[NH:20][C:21]3[C:26]([CH:27]=2)=[CH:25][C:24]([NH:28][C:29]([C:31]2[NH:32][C:33]4[C:38]([CH:39]=2)=[CH:37][CH:36]=[CH:35][CH:34]=4)=[O:30])=[CH:23][CH:22]=3)=[O:18])[CH2:4]1.Cl[C:41]([N:43]1[CH2:48][CH2:47][N:46]([C:49]([O:51][C:52]([CH3:55])([CH3:54])[CH3:53])=[O:50])[CH2:45][CH2:44]1)=[O:42]. Product: [N:46]1([C:49]([O:51][C:52]([CH3:55])([CH3:54])[CH3:53])=[O:50])[CH2:45][CH2:44][N:43]([C:41]([O:16][C:8]2[CH:7]=[C:6]3[C:11]([C@H:3]([CH2:2][Cl:1])[CH2:4][N:5]3[C:17]([C:19]3[NH:20][C:21]4[C:26]([CH:27]=3)=[CH:25][C:24]([NH:28][C:29]([C:31]3[NH:32][C:33]5[C:38]([CH:39]=3)=[CH:37][CH:36]=[CH:35][CH:34]=5)=[O:30])=[CH:23][CH:22]=4)=[O:18])=[C:10]3[C:12]([CH3:15])=[CH:13][S:14][C:9]=23)=[O:42])[CH2:48][CH2:47]1. The catalyst class is: 2. (4) Reactant: [CH3:1]C(C)([O-])C.[K+].O=[C:8]1[CH2:11][N:10]([C:12]([O:14][C:15]([CH3:18])([CH3:17])[CH3:16])=[O:13])[CH2:9]1.O.C(OCC)(=O)C. Product: [CH2:1]=[C:8]1[CH2:11][N:10]([C:12]([O:14][C:15]([CH3:18])([CH3:17])[CH3:16])=[O:13])[CH2:9]1. The catalyst class is: 307. (5) Reactant: [CH3:1][O:2][C:3]1[CH:8]=[CH:7][C:6](B(O)O)=[CH:5][C:4]=1[CH3:12].Br[C:14]1[S:15][CH:16]=[C:17]([CH3:19])[N:18]=1.C(=O)([O-])[O-].[Na+].[Na+].O1CCOCC1. Product: [CH3:19][C:17]1[N:18]=[C:14]([C:6]2[CH:7]=[CH:8][C:3]([O:2][CH3:1])=[C:4]([CH3:12])[CH:5]=2)[S:15][CH:16]=1. The catalyst class is: 6.